Predict which catalyst facilitates the given reaction. From a dataset of Catalyst prediction with 721,799 reactions and 888 catalyst types from USPTO. (1) Reactant: [O:1]=[C:2]1[CH2:7][C@H:6]([C:8]([O:10][CH3:11])=[O:9])[C@@H:5]([C:12]([N:14]2[CH2:19][CH2:18][N:17]([C:20]3[CH:25]=[CH:24][CH:23]=[CH:22][CH:21]=3)[CH2:16][CH2:15]2)=[O:13])[CH2:4][CH2:3]1.[C:26]1([Mg]Br)[CH:31]=[CH:30][CH:29]=[CH:28][CH:27]=1. Product: [OH:1][C:2]1([C:26]2[CH:31]=[CH:30][CH:29]=[CH:28][CH:27]=2)[CH2:7][C@H:6]([C:8]([O:10][CH3:11])=[O:9])[C@@H:5]([C:12]([N:14]2[CH2:19][CH2:18][N:17]([C:20]3[CH:25]=[CH:24][CH:23]=[CH:22][CH:21]=3)[CH2:16][CH2:15]2)=[O:13])[CH2:4][CH2:3]1. The catalyst class is: 7. (2) Reactant: [Cl:1][C:2]1[CH:7]=[CH:6][CH:5]=[CH:4][C:3]=1[C:8]1[C:27](=[O:28])[N:26]([CH2:29][CH2:30][C:31]2[CH:36]=[CH:35][C:34]([NH:37]C(=O)OC(C)(C)C)=[CH:33][CH:32]=2)[C:11]2[N:12]=[C:13]([NH:16][CH2:17][CH2:18][CH2:19][CH2:20][N:21]([CH2:24][CH3:25])[CH2:22][CH3:23])[N:14]=[CH:15][C:10]=2[CH:9]=1.FC(F)(F)C(O)=O. Product: [NH2:37][C:34]1[CH:35]=[CH:36][C:31]([CH2:30][CH2:29][N:26]2[C:11]3[N:12]=[C:13]([NH:16][CH2:17][CH2:18][CH2:19][CH2:20][N:21]([CH2:24][CH3:25])[CH2:22][CH3:23])[N:14]=[CH:15][C:10]=3[CH:9]=[C:8]([C:3]3[CH:4]=[CH:5][CH:6]=[CH:7][C:2]=3[Cl:1])[C:27]2=[O:28])=[CH:32][CH:33]=1. The catalyst class is: 4.